From a dataset of Full USPTO retrosynthesis dataset with 1.9M reactions from patents (1976-2016). Predict the reactants needed to synthesize the given product. The reactants are: [Br:1][C:2]1[C:3]([OH:10])=[C:4]([CH:7]=[CH:8][CH:9]=1)[CH:5]=O.Br[CH2:12][C:13]([C:15]1[CH:20]=[CH:19][C:18]([O:21][CH3:22])=[C:17]([O:23][CH3:24])[CH:16]=1)=[O:14]. Given the product [Br:1][C:2]1[C:3]2[O:10][C:12]([C:13]([C:15]3[CH:20]=[CH:19][C:18]([O:21][CH3:22])=[C:17]([O:23][CH3:24])[CH:16]=3)=[O:14])=[CH:5][C:4]=2[CH:7]=[CH:8][CH:9]=1, predict the reactants needed to synthesize it.